Task: Regression. Given two drug SMILES strings and cell line genomic features, predict the synergy score measuring deviation from expected non-interaction effect.. Dataset: NCI-60 drug combinations with 297,098 pairs across 59 cell lines (1) Drug 1: C1=C(C(=O)NC(=O)N1)F. Drug 2: C1=NC2=C(N1)C(=S)N=CN2. Cell line: K-562. Synergy scores: CSS=48.3, Synergy_ZIP=-16.0, Synergy_Bliss=-20.3, Synergy_Loewe=-23.1, Synergy_HSA=-17.3. (2) Drug 1: C1CC(=O)NC(=O)C1N2CC3=C(C2=O)C=CC=C3N. Cell line: 786-0. Synergy scores: CSS=46.7, Synergy_ZIP=-3.05, Synergy_Bliss=-5.89, Synergy_Loewe=-1.25, Synergy_HSA=-3.46. Drug 2: C1=CC(=CC=C1CCCC(=O)O)N(CCCl)CCCl.